This data is from Reaction yield outcomes from USPTO patents with 853,638 reactions. The task is: Predict the reaction yield, written as a fraction of the theoretical maximum amount of product (1.0 means a 100% yield; for example, 0.34 means a 34% yield). The reactants are [C:1]([NH:4][C:5]1[CH:6]=[C:7]([CH:15]=[CH:16][C:17]=1[C:18]([NH2:20])=[O:19])[C:8]([O:10]C(C)(C)C)=[O:9])(=[O:3])[CH3:2]. The catalyst is FC(F)(F)C(O)=O. The product is [C:1]([NH:4][C:5]1[CH:6]=[C:7]([CH:15]=[CH:16][C:17]=1[C:18]([NH2:20])=[O:19])[C:8]([OH:10])=[O:9])(=[O:3])[CH3:2]. The yield is 0.970.